Task: Predict the reactants needed to synthesize the given product.. Dataset: Full USPTO retrosynthesis dataset with 1.9M reactions from patents (1976-2016) (1) The reactants are: [C:1]([C:3]1[CH:4]=[C:5]([CH:8]=[CH:9][CH:10]=1)[CH:6]=[O:7])#[N:2].[N+:11]([CH3:14])([O-:13])=[O:12].C(NCC)C. Given the product [OH:7][CH:6]([C:5]1[CH:4]=[C:3]([CH:10]=[CH:9][CH:8]=1)[C:1]#[N:2])[CH2:14][N+:11]([O-:13])=[O:12], predict the reactants needed to synthesize it. (2) The reactants are: [Cl:1][C:2]1[CH:21]=[C:20]([C:22]([F:25])([F:24])[F:23])[CH:19]=[CH:18][C:3]=1[CH2:4][N:5]1[C:9](/[CH:10]=[CH:11]/[C:12]([O:14][CH2:15][CH3:16])=[O:13])=[CH:8][C:7]([OH:17])=[N:6]1.[O:26]1[CH2:31][CH2:30][CH:29](O)[CH2:28][CH2:27]1.C(P(CCCC)CCCC)CCC.N(C(N1CCCCC1)=O)=NC(N1CCCCC1)=O. Given the product [Cl:1][C:2]1[CH:21]=[C:20]([C:22]([F:25])([F:23])[F:24])[CH:19]=[CH:18][C:3]=1[CH2:4][N:5]1[C:9](/[CH:10]=[CH:11]/[C:12]([O:14][CH2:15][CH3:16])=[O:13])=[CH:8][C:7]([O:17][CH:29]2[CH2:30][CH2:31][O:26][CH2:27][CH2:28]2)=[N:6]1, predict the reactants needed to synthesize it. (3) Given the product [ClH:13].[CH3:14][N:15]([CH3:11])[CH2:16][CH2:1][C:2]([C:4]1[CH:9]=[CH:8][C:7]([OH:10])=[CH:6][CH:5]=1)=[O:3], predict the reactants needed to synthesize it. The reactants are: [CH3:1][C:2]([C:4]1[CH:5]=[CH:6][C:7]([OH:10])=[CH:8][CH:9]=1)=[O:3].[CH2:11]=O.[ClH:13].[CH3:14][NH:15][CH3:16]. (4) Given the product [CH3:1][C:2]1[CH:3]=[CH:4][C:5]([C:8]2[CH:13]=[CH:12][C:11]([CH2:14][NH:15][C:41]([C:35]3[N:36]([CH:38]([CH3:40])[CH3:39])[CH:37]=[C:33]([NH:32][C:30]([C:25]4[C:24]([C:21]5[CH:20]=[CH:19][C:18]([C:17]([F:45])([F:16])[F:44])=[CH:23][CH:22]=5)=[CH:29][CH:28]=[CH:27][CH:26]=4)=[O:31])[CH:34]=3)=[O:42])=[CH:10][CH:9]=2)=[CH:6][CH:7]=1, predict the reactants needed to synthesize it. The reactants are: [CH3:1][C:2]1[CH:7]=[CH:6][C:5]([C:8]2[CH:13]=[CH:12][C:11]([CH2:14][NH2:15])=[CH:10][CH:9]=2)=[CH:4][CH:3]=1.[F:16][C:17]([F:45])([F:44])[C:18]1[CH:23]=[CH:22][C:21]([C:24]2[C:25]([C:30]([NH:32][C:33]3[CH:34]=[C:35]([C:41](O)=[O:42])[N:36]([CH:38]([CH3:40])[CH3:39])[CH:37]=3)=[O:31])=[CH:26][CH:27]=[CH:28][CH:29]=2)=[CH:20][CH:19]=1.CN(C(ON1N=NC2C=CC=CC1=2)=[N+](C)C)C.[B-](F)(F)(F)F.C(N(C(C)C)C(C)C)C. (5) Given the product [CH:2]1([N:5]([CH:19]2[CH2:24][CH2:23][N:22]([C:26]3[S:27][C:28]([C:31]4[CH:36]=[CH:35][CH:34]=[CH:33][CH:32]=4)=[N:29][N:30]=3)[CH2:21][CH2:20]2)[C:6](=[O:18])[C:7]2[CH:8]=[CH:9][C:10]([C:13]3[O:17][CH:16]=[N:15][CH:14]=3)=[CH:11][CH:12]=2)[CH2:4][CH2:3]1, predict the reactants needed to synthesize it. The reactants are: Cl.[CH:2]1([N:5]([CH:19]2[CH2:24][CH2:23][NH:22][CH2:21][CH2:20]2)[C:6](=[O:18])[C:7]2[CH:12]=[CH:11][C:10]([C:13]3[O:17][CH:16]=[N:15][CH:14]=3)=[CH:9][CH:8]=2)[CH2:4][CH2:3]1.Cl[C:26]1[S:27][C:28]([C:31]2[CH:36]=[CH:35][CH:34]=[CH:33][CH:32]=2)=[N:29][N:30]=1.